From a dataset of Full USPTO retrosynthesis dataset with 1.9M reactions from patents (1976-2016). Predict the reactants needed to synthesize the given product. (1) Given the product [ClH:65].[F:32][C:10]1[CH:11]=[C:12]([NH:15][C:16]([C:18]2[C:19](=[O:31])[N:20]([C:24]3[CH:25]=[CH:26][C:27]([F:30])=[CH:28][CH:29]=3)[CH:21]=[CH:22][CH:23]=2)=[O:17])[CH:13]=[CH:14][C:9]=1[O:8][C:7]1[CH:6]=[CH:5][N:4]=[CH:3][C:2]=1[NH:1][CH2:45][CH:42]1[CH2:43][CH2:44][NH:40][CH2:41]1, predict the reactants needed to synthesize it. The reactants are: [NH2:1][C:2]1[CH:3]=[N:4][CH:5]=[CH:6][C:7]=1[O:8][C:9]1[CH:14]=[CH:13][C:12]([NH:15][C:16]([C:18]2[C:19](=[O:31])[N:20]([C:24]3[CH:29]=[CH:28][C:27]([F:30])=[CH:26][CH:25]=3)[CH:21]=[CH:22][CH:23]=2)=[O:17])=[CH:11][C:10]=1[F:32].C(OC([N:40]1[CH2:44][CH2:43][CH:42]([CH:45]=O)[CH2:41]1)=O)(C)(C)C.C(O)(=O)C.C(O[BH-](OC(=O)C)OC(=O)C)(=O)C.[Na+].[ClH:65]. (2) Given the product [Cl:32][C:33]1[CH:34]=[N:35][CH:36]=[C:37]([Cl:55])[C:38]=1[C:39](=[O:47])[CH2:40][N:41]([CH2:42][C:43]([CH3:44])([CH3:46])[CH3:45])[C:27]([C:21]1[CH:20]=[N:19][N:18]([C@H:15]2[CH2:16][CH2:17][C@H:12]([C:10]([O:9][CH2:7][CH3:8])=[O:11])[C:13]([CH3:30])([CH3:31])[CH2:14]2)[C:22]=1[C:23]([F:24])([F:25])[F:26])=[O:29], predict the reactants needed to synthesize it. The reactants are: C(Cl)(=O)C(Cl)=O.[CH2:7]([O:9][C:10]([C@H:12]1[CH2:17][CH2:16][C@H:15]([N:18]2[C:22]([C:23]([F:26])([F:25])[F:24])=[C:21]([C:27]([OH:29])=O)[CH:20]=[N:19]2)[CH2:14][C:13]1([CH3:31])[CH3:30])=[O:11])[CH3:8].[Cl:32][C:33]1[CH:34]=[N:35][CH:36]=[C:37]([Cl:55])[C:38]=1[CH:39]([O:47][Si](CC)(CC)CC)[CH2:40][NH:41][CH2:42][C:43]([CH3:46])([CH3:45])[CH3:44].CCN(C(C)C)C(C)C.CCCC[N+](CCCC)(CCCC)CCCC.[F-].CC(OI1(OC(C)=O)(OC(C)=O)OC(=O)C2C=CC=CC1=2)=O. (3) Given the product [F:1][C:2]1[CH:3]=[CH:4][C:5]2[S:10][CH2:9][CH2:8][C:7](=[O:11])[NH:17][C:6]=2[CH:12]=1, predict the reactants needed to synthesize it. The reactants are: [F:1][C:2]1[CH:3]=[CH:4][C:5]2[S:10][CH2:9][CH2:8][C:7](=[O:11])[C:6]=2[CH:12]=1.C(O)(=O)C.[N-:17]=[N+]=[N-].[Na+].S(=O)(=O)(O)O. (4) Given the product [OH:18][C:7]1[C:8]2[C:16]([CH3:17])=[CH:15][S:14][C:9]=2[N:10]([CH3:13])[C:11](=[O:12])[C:6]=1[C:4]([N:20]([C:21]1[CH:28]=[CH:27][C:24]([O:25][CH3:26])=[CH:23][CH:22]=1)[CH3:19])=[O:5], predict the reactants needed to synthesize it. The reactants are: C(O[C:4]([C:6]1[C:11](=[O:12])[N:10]([CH3:13])[C:9]2[S:14][CH:15]=[C:16]([CH3:17])[C:8]=2[C:7]=1[OH:18])=[O:5])C.[CH3:19][NH:20][C:21]1[CH:28]=[CH:27][C:24]([O:25][CH3:26])=[CH:23][CH:22]=1. (5) Given the product [Br:19][C:12]1[C:13]([NH:15][CH2:16][C:17]#[CH:18])=[N:14][C:9]([NH:8][C:5]2[CH:6]=[CH:7][C:2]([NH:1][S:33]([C:31]3[N:30]=[CH:29][N:28]([CH3:27])[CH:32]=3)(=[O:35])=[O:34])=[CH:3][CH:4]=2)=[N:10][CH:11]=1, predict the reactants needed to synthesize it. The reactants are: [NH2:1][C:2]1[CH:7]=[CH:6][C:5]([NH:8][C:9]2[N:14]=[C:13]([NH:15][CH2:16][C:17]#[CH:18])[C:12]([Br:19])=[CH:11][N:10]=2)=[CH:4][CH:3]=1.C(N(CC)CC)C.[CH3:27][N:28]1[CH:32]=[C:31]([S:33](Cl)(=[O:35])=[O:34])[N:30]=[CH:29]1. (6) Given the product [CH3:1][O:2][C:3]1[CH:4]=[C:5]([C@:11]23[CH2:19][N:18]([CH3:20])[CH2:17][C@H:16]2[CH2:15][C@H:14]([NH2:24])[CH2:13][CH2:12]3)[CH:6]=[CH:7][C:8]=1[O:9][CH3:10], predict the reactants needed to synthesize it. The reactants are: [CH3:1][O:2][C:3]1[CH:4]=[C:5]([C@:11]23[CH2:19][N:18]([CH3:20])[CH2:17][C@H:16]2[CH2:15][C:14](=O)[CH2:13][CH2:12]3)[CH:6]=[CH:7][C:8]=1[O:9][CH3:10].N.C([BH3-])#[N:24].[Na+].